From a dataset of Reaction yield outcomes from USPTO patents with 853,638 reactions. Predict the reaction yield, written as a fraction of the theoretical maximum amount of product (1.0 means a 100% yield; for example, 0.34 means a 34% yield). (1) The yield is 0.510. The product is [CH3:33][C:10]1[CH:9]=[CH:8][N:13]=[C:12]([CH2:14][CH2:15][C:16]2[CH:17]=[C:18]([CH:21]=[CH:22][CH:23]=2)[C:19]#[N:20])[CH:11]=1. The reactants are CC1N([C:8]2[N:13]=[C:12]([CH2:14][CH2:15][C:16]3[CH:17]=[C:18]([CH:21]=[C:22](NCCC4C=CC=CN=4)[CH:23]=3)[C:19]#[N:20])[CH:11]=[C:10]([CH3:33])[CH:9]=2)C(C)=CC=1.[Li]CCCC.C(C1N=C2NC=CC2=CC=1)#C. The catalyst is C1COCC1. (2) The product is [OH:33][C@@H:26]([C:27]1[CH:28]=[CH:29][CH:30]=[CH:31][CH:32]=1)[CH2:25][NH:24][C:23]1[CH:22]=[CH:21][NH:20][C:19](=[O:34])[C:18]=1[C:16]1[NH:15][C:14]2[C:9]([NH:8][C:42](=[O:43])[CH2:41][C:35]3[CH:40]=[CH:39][CH:38]=[CH:37][CH:36]=3)=[CH:10][CH:11]=[CH:12][C:13]=2[N:17]=1. The catalyst is C1COCC1. The reactants are C(N(CC)CC)C.[NH2:8][C:9]1[C:14]2[NH:15][C:16]([C:18]3[C:19](=[O:34])[NH:20][CH:21]=[CH:22][C:23]=3[NH:24][CH2:25][C@@H:26]([OH:33])[C:27]3[CH:32]=[CH:31][CH:30]=[CH:29][CH:28]=3)=[N:17][C:13]=2[CH:12]=[CH:11][CH:10]=1.[C:35]1([CH2:41][C:42](Cl)=[O:43])[CH:40]=[CH:39][CH:38]=[CH:37][CH:36]=1.N. The yield is 0.430. (3) The reactants are Br[C:2]1[CH:3]=[CH:4][C:5]2[O:10][CH2:9][CH2:8][N:7]([C:11]3[S:12][C:13]4[C:14](=[O:23])[NH:15][CH2:16][C:17]([CH3:22])([CH3:21])[CH2:18][C:19]=4[N:20]=3)[C:6]=2[CH:24]=1.C(=[NH:38])(C1C=CC=CC=1)C1C=CC=CC=1.CC(C)([O-])C.[Na+]. The catalyst is C1COCC1.C1(P(C2C=CC=CC=2)C2C=CC3C(=CC=CC=3)C=2C2C3C(=CC=CC=3)C=CC=2P(C2C=CC=CC=2)C2C=CC=CC=2)C=CC=CC=1. The product is [NH2:38][C:2]1[CH:3]=[CH:4][C:5]2[O:10][CH2:9][CH2:8][N:7]([C:11]3[S:12][C:13]4[C:14](=[O:23])[NH:15][CH2:16][C:17]([CH3:22])([CH3:21])[CH2:18][C:19]=4[N:20]=3)[C:6]=2[CH:24]=1. The yield is 0.890.